Dataset: Reaction yield outcomes from USPTO patents with 853,638 reactions. Task: Predict the reaction yield, written as a fraction of the theoretical maximum amount of product (1.0 means a 100% yield; for example, 0.34 means a 34% yield). (1) The reactants are CC1C=CC(S(OCC2CC3C=CC=C(C4C=CC=C(F)C=4)C=3O2)(=O)=O)=CC=1.[N-]=[N+]=[N-].[Na+].[N:33]([CH2:36][CH:37]1[CH2:41][C:40]2[CH:42]=[CH:43][CH:44]=[C:45]([C:46]3[CH:51]=[CH:50][CH:49]=[C:48]([F:52])[CH:47]=3)[C:39]=2[O:38]1)=[N+]=[N-].[N-]=[N+]=[N-]. The catalyst is [Pd]. The product is [F:52][C:48]1[CH:47]=[C:46]([C:45]2[C:39]3[O:38][CH:37]([CH2:36][NH2:33])[CH2:41][C:40]=3[CH:42]=[CH:43][CH:44]=2)[CH:51]=[CH:50][CH:49]=1. The yield is 0.810. (2) The catalyst is C(OCC)C. The product is [Cl:8][C:5]1[N:6]=[CH:7][C:2]([C:9]2([OH:14])[CH2:13][CH2:12][CH2:11][CH2:10]2)=[CH:3][CH:4]=1. The yield is 0.760. The reactants are Br[C:2]1[CH:3]=[CH:4][C:5]([Cl:8])=[N:6][CH:7]=1.[C:9]1(=[O:14])[CH2:13][CH2:12][CH2:11][CH2:10]1. (3) The reactants are O1CCCC1.[CH2:6]([O:8][CH:9]([O:15][CH2:16][CH3:17])[C:10]1([CH:13]=[O:14])[CH2:12][CH2:11]1)[CH3:7].[H-].[Al+3].[Li+].[H-].[H-].[H-]. The catalyst is O. The product is [CH2:16]([O:15][CH:9]([O:8][CH2:6][CH3:7])[C:10]1([CH2:13][OH:14])[CH2:11][CH2:12]1)[CH3:17]. The yield is 0.910. (4) The reactants are CS([O:5][CH2:6][C:7]1[CH:12]=[C:11]([CH2:13][S:14][CH2:15][C:16]([CH3:21])([S:18][S:19][CH3:20])[CH3:17])[CH:10]=[C:9]([CH2:22][O:23]S(C)(=O)=O)[CH:8]=1)(=O)=O.C(=O)([O-])[O-].[K+].[K+]. The catalyst is CN(C)C=O. The product is [CH3:21][C:16]([S:18][S:19][CH3:20])([CH3:17])[CH2:15][S:14][CH2:13][C:11]1[CH:10]=[C:9]([CH2:22][OH:23])[CH:8]=[C:7]([CH2:6][OH:5])[CH:12]=1. The yield is 0.210. (5) The reactants are [F:1][C:2]1[CH:29]=[C:28]([N+:30]([O-:32])=[O:31])[CH:27]=[CH:26][C:3]=1[O:4][C:5]1[CH:10]=[CH:9][N:8]=[C:7]2[CH:11]=[C:12]([C:14]3[N:15]([CH3:25])[C:16]([CH2:19][NH:20][CH2:21][CH2:22][O:23][CH3:24])=[CH:17][N:18]=3)[S:13][C:6]=12.[CH3:33][C:34]([O:37][C:38](O[C:38]([O:37][C:34]([CH3:36])([CH3:35])[CH3:33])=[O:39])=[O:39])([CH3:36])[CH3:35]. The catalyst is C(Cl)Cl. The product is [F:1][C:2]1[CH:29]=[C:28]([N+:30]([O-:32])=[O:31])[CH:27]=[CH:26][C:3]=1[O:4][C:5]1[CH:10]=[CH:9][N:8]=[C:7]2[CH:11]=[C:12]([C:14]3[N:15]([CH3:25])[C:16]([CH2:19][N:20]([CH2:21][CH2:22][O:23][CH3:24])[C:38](=[O:39])[O:37][C:34]([CH3:36])([CH3:35])[CH3:33])=[CH:17][N:18]=3)[S:13][C:6]=12. The yield is 0.710. (6) The product is [CH3:1][CH:2]([CH2:28][CH3:29])[CH:3]([C:8]1[C:9]([CH3:27])=[N:10][C:11]([N:21]2[CH2:26][CH2:25][CH2:24][CH2:23][CH2:22]2)=[N:12][C:13]=1[C:14]1[CH:19]=[CH:18][C:17]([CH3:20])=[CH:16][CH:15]=1)[C:4]([OH:6])=[O:5]. The reactants are [CH3:1][CH:2]([CH2:28][CH3:29])[CH:3]([C:8]1[C:9]([CH3:27])=[N:10][C:11]([N:21]2[CH2:26][CH2:25][CH2:24][CH2:23][CH2:22]2)=[N:12][C:13]=1[C:14]1[CH:19]=[CH:18][C:17]([CH3:20])=[CH:16][CH:15]=1)[C:4]([O:6]C)=[O:5].[OH-].[Na+]. The catalyst is CO. The yield is 0.730.